This data is from Forward reaction prediction with 1.9M reactions from USPTO patents (1976-2016). The task is: Predict the product of the given reaction. (1) Given the reactants [Cl:1][C:2]1[CH:7]=[N:6][C:5]2[NH:8][CH:9]=[CH:10][C:4]=2[C:3]=1[CH:11]=[O:12].[I:13]I.[I-].[Na+].[OH-].[Na+].[H-].[Na+].[S:21](Cl)([C:24]1[CH:30]=[CH:29][C:27]([CH3:28])=[CH:26][CH:25]=1)(=[O:23])=[O:22], predict the reaction product. The product is: [Cl:1][C:2]1[CH:7]=[N:6][C:5]2[N:8]([S:21]([C:24]3[CH:30]=[CH:29][C:27]([CH3:28])=[CH:26][CH:25]=3)(=[O:23])=[O:22])[CH:9]=[C:10]([I:13])[C:4]=2[C:3]=1[CH:11]=[O:12]. (2) Given the reactants [F:1][C:2]([F:21])([F:20])[C:3]1[CH:4]=[C:5]([CH:13]=[C:14]([C:16]([F:19])([F:18])[F:17])[CH:15]=1)[C:6]([NH:8][CH2:9][C:10]([OH:12])=O)=[O:7].[Cl:22][C:23]1[CH:29]=[CH:28][C:26]([NH2:27])=[CH:25][CH:24]=1, predict the reaction product. The product is: [Cl:22][C:23]1[CH:29]=[CH:28][C:26]([NH:27][C:10](=[O:12])[CH2:9][NH:8][C:6](=[O:7])[C:5]2[CH:4]=[C:3]([C:2]([F:20])([F:1])[F:21])[CH:15]=[C:14]([C:16]([F:18])([F:17])[F:19])[CH:13]=2)=[CH:25][CH:24]=1. (3) Given the reactants Br[C:2]1[CH:3]=[C:4]([C:24](=[O:36])[NH:25][CH2:26][C:27]2[C:28](=[O:35])[NH:29][C:30]([CH3:34])=[CH:31][C:32]=2[CH3:33])[C:5]([CH3:23])=[C:6]([N:8]([CH3:22])[CH:9]2[CH2:14][CH2:13][N:12]([C:15]([O:17][C:18]([CH3:21])([CH3:20])[CH3:19])=[O:16])[CH2:11][CH2:10]2)[CH:7]=1.[CH3:37][N:38]([CH3:55])[CH2:39][C:40]1[CH:45]=[CH:44][C:43](B2OC(C)(C)C(C)(C)O2)=[CH:42][CH:41]=1.C([O-])([O-])=O.[Na+].[Na+], predict the reaction product. The product is: [CH3:33][C:32]1[CH:31]=[C:30]([CH3:34])[NH:29][C:28](=[O:35])[C:27]=1[CH2:26][NH:25][C:24]([C:4]1[C:5]([CH3:23])=[C:6]([N:8]([CH3:22])[CH:9]2[CH2:10][CH2:11][N:12]([C:15]([O:17][C:18]([CH3:21])([CH3:19])[CH3:20])=[O:16])[CH2:13][CH2:14]2)[CH:7]=[C:2]([C:43]2[CH:44]=[CH:45][C:40]([CH2:39][N:38]([CH3:55])[CH3:37])=[CH:41][CH:42]=2)[CH:3]=1)=[O:36]. (4) Given the reactants [C:1]([C:5]1[CH:10]=[C:9]([C:11]([CH3:14])([CH3:13])[CH3:12])[CH:8]=[C:7]([OH:15])[C:6]=1[CH:16]([NH:18][C:19](=O)[CH3:20])[CH3:17])([CH3:4])([CH3:3])[CH3:2].[H-].[Al+3].[Li+].[H-].[H-].[H-], predict the reaction product. The product is: [C:1]([C:5]1[C:6]([CH:16]([NH:18][CH2:19][CH3:20])[CH3:17])=[C:7]([OH:15])[CH:8]=[C:9]([C:11]([CH3:13])([CH3:12])[CH3:14])[CH:10]=1)([CH3:2])([CH3:3])[CH3:4]. (5) Given the reactants C[O:2][C:3]1[CH:4]=[C:5]2[CH:11]=[CH:10][NH:9][C:6]2=[N:7][CH:8]=1.B(Br)(Br)Br.[OH-].[Na+], predict the reaction product. The product is: [OH:2][C:3]1[CH:4]=[C:5]2[CH:11]=[CH:10][NH:9][C:6]2=[N:7][CH:8]=1. (6) Given the reactants CO[C:3]([C:5]1[N:6]=[C:7]([C:23]#[N:24])[C:8]2[C:13]([C:14]=1[OH:15])=[CH:12][CH:11]=[C:10]([O:16][C:17]1[CH:22]=[CH:21][CH:20]=[CH:19][CH:18]=1)[CH:9]=2)=[O:4].[NH2:25][C:26]([CH3:32])([CH3:31])[CH2:27][C:28]([OH:30])=[O:29].C[O-].[Na+].Cl, predict the reaction product. The product is: [C:23]([C:7]1[C:8]2[C:13](=[CH:12][CH:11]=[C:10]([O:16][C:17]3[CH:18]=[CH:19][CH:20]=[CH:21][CH:22]=3)[CH:9]=2)[C:14]([OH:15])=[C:5]([C:3]([NH:25][C:26]([CH3:32])([CH3:31])[CH2:27][C:28]([OH:30])=[O:29])=[O:4])[N:6]=1)#[N:24]. (7) Given the reactants [F:1][C:2]1[CH:46]=[C:45]([F:47])[CH:44]=[CH:43][C:3]=1[O:4][C:5]1[CH:10]=[CH:9][C:8]([N:11](S(CC)(=O)=O)[S:12]([CH2:15][CH3:16])(=[O:14])=[O:13])=[CH:7][C:6]=1[C:22]1[C:23]2[CH:32]=[CH:31][N:30](S(C3C=CC(C)=CC=3)(=O)=O)[C:24]=2[C:25](=[O:29])[N:26]([CH3:28])[CH:27]=1.[OH-].[K+], predict the reaction product. The product is: [F:1][C:2]1[CH:46]=[C:45]([F:47])[CH:44]=[CH:43][C:3]=1[O:4][C:5]1[CH:10]=[CH:9][C:8]([NH:11][S:12]([CH2:15][CH3:16])(=[O:14])=[O:13])=[CH:7][C:6]=1[C:22]1[C:23]2[CH:32]=[CH:31][NH:30][C:24]=2[C:25](=[O:29])[N:26]([CH3:28])[CH:27]=1. (8) Given the reactants Cl.[CH2:2]([NH2:5])[CH2:3][NH2:4].[CH3:6][C:7]1O[C:10]([C:12](=O)[CH3:13])=[CH:9][CH:8]=1, predict the reaction product. The product is: [CH3:13][C:12]1[C:10]2[N:4]([C:7]([CH3:6])=[CH:8][CH:9]=2)[CH2:3][CH2:2][N:5]=1. (9) Given the reactants [CH:1]1([C:4]2[NH:8][C:7]3[C:9]([F:34])=[C:10]([C:27]4[C:28]([CH3:33])=[N:29][O:30][C:31]=4[CH3:32])[CH:11]=[C:12]([C:13]([C:21]4[CH:26]=[CH:25][CH:24]=[CH:23][N:22]=4)([C:15]4[CH:20]=[CH:19][CH:18]=[CH:17][N:16]=4)O)[C:6]=3[N:5]=2)[CH2:3][CH2:2]1.CCN(S(F)(F)[F:41])CC.C(=O)(O)[O-].[Na+], predict the reaction product. The product is: [CH:1]1([C:4]2[NH:8][C:7]3[C:9]([F:34])=[C:10]([C:27]4[C:28]([CH3:33])=[N:29][O:30][C:31]=4[CH3:32])[CH:11]=[C:12]([C:13]([F:41])([C:21]4[CH:26]=[CH:25][CH:24]=[CH:23][N:22]=4)[C:15]4[CH:20]=[CH:19][CH:18]=[CH:17][N:16]=4)[C:6]=3[N:5]=2)[CH2:3][CH2:2]1.